From a dataset of Full USPTO retrosynthesis dataset with 1.9M reactions from patents (1976-2016). Predict the reactants needed to synthesize the given product. (1) Given the product [NH2:25][CH2:24][C:21]1[CH:22]=[CH:23][C:17]2[O:16][C:15]([NH:14][CH:11]3[CH2:10][CH2:9][N:8]([CH2:7][C:6]4[CH:26]=[C:27]([O:30][CH2:31][CH3:32])[C:28]([F:29])=[C:4]([O:3][CH2:1][CH3:2])[CH:5]=4)[CH2:13][CH2:12]3)=[N:19][C:18]=2[CH:20]=1, predict the reactants needed to synthesize it. The reactants are: [CH2:1]([O:3][C:4]1[CH:5]=[C:6]([CH:26]=[C:27]([O:30][CH2:31][CH3:32])[C:28]=1[F:29])[CH2:7][N:8]1[CH2:13][CH2:12][CH:11]([NH:14][C:15]2[O:16][C:17]3[CH:23]=[CH:22][C:21]([C:24]#[N:25])=[CH:20][C:18]=3[N:19]=2)[CH2:10][CH2:9]1)[CH3:2].Cl.C(=O)([O-])[O-].[K+].[K+]. (2) Given the product [Cl:39][C:40]1[C:41]([C:50]([F:52])([F:51])[F:53])=[N:42][N:43]([CH2:46][C:47]([N:36]2[CH2:37][CH2:38][N:33]([C:30]3[CH:29]=[CH:28][C:27]([O:26][CH3:25])=[CH:32][CH:31]=3)[CH2:34][CH2:35]2)=[O:48])[C:44]=1[CH3:45], predict the reactants needed to synthesize it. The reactants are: CN(C(ON1N=NC2C=CC=NC1=2)=[N+](C)C)C.F[P-](F)(F)(F)(F)F.[CH3:25][O:26][C:27]1[CH:32]=[CH:31][C:30]([N:33]2[CH2:38][CH2:37][NH:36][CH2:35][CH2:34]2)=[CH:29][CH:28]=1.[Cl:39][C:40]1[C:41]([C:50]([F:53])([F:52])[F:51])=[N:42][N:43]([CH2:46][C:47](O)=[O:48])[C:44]=1[CH3:45]. (3) Given the product [CH2:1]([O:8][C:9]1[CH:14]=[CH:13][C:12]([CH:28]=[O:29])=[C:11]([C:16]([F:19])([F:18])[F:17])[CH:10]=1)[C:2]1[CH:7]=[CH:6][CH:5]=[CH:4][CH:3]=1, predict the reactants needed to synthesize it. The reactants are: [CH2:1]([O:8][C:9]1[CH:14]=[CH:13][C:12](Br)=[C:11]([C:16]([F:19])([F:18])[F:17])[CH:10]=1)[C:2]1[CH:7]=[CH:6][CH:5]=[CH:4][CH:3]=1.C([Li])CCC.CN([CH:28]=[O:29])C. (4) Given the product [CH2:19]([O:18][C:12]1[CH:13]=[CH:14][CH:15]=[C:16]([F:17])[C:11]=1[CH:2]1[N:1]([CH2:32][C:30]2[N:31]=[C:27]([C:24]3[CH:25]=[CH:26][C:21]([CH3:34])=[CH:22][CH:23]=3)[S:28][CH:29]=2)[C:5](=[O:7])[CH:4]([CH3:10])[CH2:3]1)[CH3:20], predict the reactants needed to synthesize it. The reactants are: [NH2:1][CH:2]([C:11]1[C:16]([F:17])=[CH:15][CH:14]=[CH:13][C:12]=1[O:18][CH2:19][CH3:20])[CH2:3][CH:4]([CH3:10])[C:5]([O:7]CC)=O.[C:21]1([CH3:34])[CH:26]=[CH:25][C:24]([C:27]2[S:28][CH:29]=[C:30]([CH:32]=O)[N:31]=2)=[CH:23][CH:22]=1. (5) Given the product [C:4]1([C:10]2[N:15]=[CH:14][C:13]([C:16]3[S:17][CH:18]=[C:19]([C:21]([OH:23])=[O:22])[N:20]=3)=[CH:12][N:11]=2)[CH:5]=[CH:6][CH:7]=[CH:8][CH:9]=1, predict the reactants needed to synthesize it. The reactants are: O.[OH-].[Li+].[C:4]1([C:10]2[N:15]=[CH:14][C:13]([C:16]3[S:17][CH:18]=[C:19]([C:21]([O:23]C(C)(C)C)=[O:22])[N:20]=3)=[CH:12][N:11]=2)[CH:9]=[CH:8][CH:7]=[CH:6][CH:5]=1.